This data is from Forward reaction prediction with 1.9M reactions from USPTO patents (1976-2016). The task is: Predict the product of the given reaction. Given the reactants [NH2:1][CH2:2][CH2:3][CH2:4][CH2:5][CH2:6][OH:7].[C:8](O[C:8]([O:10][C:11]([CH3:14])([CH3:13])[CH3:12])=[O:9])([O:10][C:11]([CH3:14])([CH3:13])[CH3:12])=[O:9], predict the reaction product. The product is: [OH:7][CH2:6][CH2:5][CH2:4][CH2:3][CH2:2][NH:1][C:8](=[O:9])[O:10][C:11]([CH3:14])([CH3:13])[CH3:12].